Dataset: Reaction yield outcomes from USPTO patents with 853,638 reactions. Task: Predict the reaction yield, written as a fraction of the theoretical maximum amount of product (1.0 means a 100% yield; for example, 0.34 means a 34% yield). (1) The reactants are [C:1]([C:4]([C@@H:17]1[CH2:21][CH2:20][NH:19][CH2:18]1)([C:11]1[CH:16]=[CH:15][CH:14]=[CH:13][CH:12]=1)[C:5]1[CH:10]=[CH:9][CH:8]=[CH:7][CH:6]=1)(=[O:3])[NH2:2].C(N(CC)CC)C.Br[CH2:30][CH2:31][CH2:32][CH2:33][CH2:34][CH2:35][CH2:36][OH:37]. The catalyst is C(#N)C. The product is [C:1]([C:4]([C@@H:17]1[CH2:21][CH2:20][N:19]([CH2:30][CH2:31][CH2:32][CH2:33][CH2:34][CH2:35][CH2:36][OH:37])[CH2:18]1)([C:11]1[CH:12]=[CH:13][CH:14]=[CH:15][CH:16]=1)[C:5]1[CH:10]=[CH:9][CH:8]=[CH:7][CH:6]=1)(=[O:3])[NH2:2]. The yield is 0.560. (2) The reactants are [F:1][C:2]1[CH:7]=[CH:6][C:5]([N:8]2[C:16]3[CH2:15][CH2:14][CH2:13][N:12]([C:17](=[O:29])[CH2:18][N:19]4[C:23]([CH3:24])=[CH:22][C:21]([C:25]([F:28])([F:27])[F:26])=[N:20]4)[C:11]=3[CH:10]=[N:9]2)=[CH:4][CH:3]=1.I[CH2:31][CH:32]1[CH2:37][CH2:36][O:35][CH2:34][CH2:33]1.[H-].[Na+]. The catalyst is CN(C=O)C. The product is [F:1][C:2]1[CH:3]=[CH:4][C:5]([N:8]2[C:16]3[CH2:15][CH2:14][CH2:13][N:12]([C:17](=[O:29])[CH:18]([N:19]4[C:23]([CH3:24])=[CH:22][C:21]([C:25]([F:27])([F:26])[F:28])=[N:20]4)[CH2:31][CH:32]4[CH2:37][CH2:36][O:35][CH2:34][CH2:33]4)[C:11]=3[CH:10]=[N:9]2)=[CH:6][CH:7]=1. The yield is 0.0600. (3) The catalyst is CO. The product is [C:15]([C:12]1[CH:13]=[CH:14][C:9]([O:8][CH2:7][C:6]([OH:17])=[O:5])=[CH:10][CH:11]=1)#[N:16]. The reactants are [OH-].[Na+].C([O:5][C:6](=[O:17])[CH2:7][O:8][C:9]1[CH:14]=[CH:13][C:12]([C:15]#[N:16])=[CH:11][CH:10]=1)C.Cl. The yield is 0.720.